From a dataset of Catalyst prediction with 721,799 reactions and 888 catalyst types from USPTO. Predict which catalyst facilitates the given reaction. (1) Reactant: [Cl:1][C:2]1[CH:3]=[C:4]([NH:9][C:10]2[C:19]3[C:14](=[CH:15][C:16]([O:21][CH2:22][CH:23]([F:25])[F:24])=[C:17]([NH2:20])[CH:18]=3)[N:13]=[CH:12][N:11]=2)[CH:5]=[CH:6][C:7]=1[F:8].C(N(CC)C(C)C)(C)C.Br[CH2:36][CH:37]=[CH:38][C:39](Cl)=[O:40].[NH:42]1[CH2:47][CH2:46][CH2:45][CH2:44][CH2:43]1. Product: [Cl:1][C:2]1[CH:3]=[C:4]([NH:9][C:10]2[C:19]3[C:14](=[CH:15][C:16]([O:21][CH2:22][CH:23]([F:25])[F:24])=[C:17]([NH:20][C:39](=[O:40])[CH:38]=[CH:37][CH2:36][N:42]4[CH2:47][CH2:46][CH2:45][CH2:44][CH2:43]4)[CH:18]=3)[N:13]=[CH:12][N:11]=2)[CH:5]=[CH:6][C:7]=1[F:8]. The catalyst class is: 20. (2) Reactant: [C:1]1([C:7]2[N:12]=[CH:11][C:10]([CH2:13]O)=[CH:9][N:8]=2)[CH:6]=[CH:5][CH:4]=[CH:3][CH:2]=1.S(Cl)([Cl:17])=O.C(=O)([O-])O.[Na+]. Product: [Cl:17][CH2:13][C:10]1[CH:9]=[N:8][C:7]([C:1]2[CH:6]=[CH:5][CH:4]=[CH:3][CH:2]=2)=[N:12][CH:11]=1. The catalyst class is: 4. (3) The catalyst class is: 9. Product: [O:11]1[CH2:12][CH2:13][O:14][CH:10]1[C:4]1[CH:5]=[CH:6][C:7]([OH:8])=[C:2]([F:1])[CH:3]=1. Reactant: [F:1][C:2]1[CH:3]=[C:4]([CH:10]2[O:14][CH2:13][CH2:12][O:11]2)[CH:5]=[CH:6][C:7]=1[O:8]C.C[S-].[Na+].[Cl-].[NH4+]. (4) Reactant: [NH3:1].[CH2:2]1[C:10]2[C:5](=[CH:6][CH:7]=[CH:8][CH:9]=2)[CH2:4][CH:3]1[N:11]1[C:15]([CH2:16]O)=[CH:14][N:13]=[CH:12]1.[O-]S([O-])(=O)=O.[Mg+2]. Product: [CH2:2]1[C:10]2[C:5](=[CH:6][CH:7]=[CH:8][CH:9]=2)[CH2:4][CH:3]1[N:11]1[C:15]([C:16]#[N:1])=[CH:14][N:13]=[CH:12]1. The catalyst class is: 725. (5) Reactant: [Na].[CH2:2]([C:9]#[N:10])[C:3]1[CH:8]=[CH:7][CH:6]=[CH:5][CH:4]=1.[CH:11](=O)[CH2:12][CH2:13][CH2:14][CH2:15][CH3:16]. Product: [C:3]1([C:2](=[CH:11][CH2:12][CH2:13][CH2:14][CH2:15][CH3:16])[C:9]#[N:10])[CH:8]=[CH:7][CH:6]=[CH:5][CH:4]=1. The catalyst class is: 5. (6) Reactant: [CH:1]1([C:4]2[CH:5]=[N:6][C:7]([NH:17][C:18]3[CH:26]=[CH:25][CH:24]=[C:23]4[C:19]=3[CH:20]=[CH:21][N:22]4[CH2:27][CH:28]3[CH2:30][CH2:29]3)=[C:8]([CH:16]=2)[C:9]([O:11]C(C)(C)C)=[O:10])[CH2:3][CH2:2]1.[OH-].[Na+]. Product: [CH:1]1([C:4]2[CH:5]=[N:6][C:7]([NH:17][C:18]3[CH:26]=[CH:25][CH:24]=[C:23]4[C:19]=3[CH:20]=[CH:21][N:22]4[CH2:27][CH:28]3[CH2:30][CH2:29]3)=[C:8]([CH:16]=2)[C:9]([OH:11])=[O:10])[CH2:3][CH2:2]1. The catalyst class is: 111.